This data is from Full USPTO retrosynthesis dataset with 1.9M reactions from patents (1976-2016). The task is: Predict the reactants needed to synthesize the given product. (1) Given the product [CH3:23][N:21]([CH2:20][C:17]1[CH:16]=[CH:15][C:14]([C:12]2[S:13][C:6]3[C:7](=[N:8][CH:9]=[CH:10][C:5]=3[O:4][C:3]3[CH:24]=[CH:25][C:26]([NH2:28])=[CH:27][C:2]=3[F:1])[CH:11]=2)=[N:19][CH:18]=1)[CH3:22], predict the reactants needed to synthesize it. The reactants are: [F:1][C:2]1[CH:27]=[C:26]([N+:28]([O-])=O)[CH:25]=[CH:24][C:3]=1[O:4][C:5]1[CH:10]=[CH:9][N:8]=[C:7]2[CH:11]=[C:12]([C:14]3[N:19]=[CH:18][C:17]([CH2:20][N:21]([CH3:23])[CH3:22])=[CH:16][CH:15]=3)[S:13][C:6]=12.[NH4+].[Cl-]. (2) The reactants are: C(O[N:9]1[CH2:14][CH2:13][CH2:12][CH2:11][CH:10]1[C:15]([OH:17])=O)C1C=CC=CC=1.Cl.[CH3:19][NH:20][CH3:21]. Given the product [CH3:19][N:20]([CH3:21])[C:15]([CH:10]1[CH2:11][CH2:12][CH2:13][CH2:14][NH:9]1)=[O:17], predict the reactants needed to synthesize it. (3) Given the product [CH3:1][C:2]1([CH3:29])[C:11]2[C:6](=[CH:7][C:8]([CH3:26])=[C:9]([C:12]3[CH:13]=[C:14](/[CH:19]=[CH:20]/[C:21]([OH:23])=[O:22])[CH:15]=[CH:16][C:17]=3[CH3:18])[CH:10]=2)[C:5]([CH3:28])([CH3:27])[CH2:4][CH2:3]1, predict the reactants needed to synthesize it. The reactants are: [CH3:1][C:2]1([CH3:29])[C:11]2[C:6](=[CH:7][C:8]([CH3:26])=[C:9]([C:12]3[CH:13]=[C:14](/[CH:19]=[CH:20]/[C:21]([O:23]CC)=[O:22])[CH:15]=[CH:16][C:17]=3[CH3:18])[CH:10]=2)[C:5]([CH3:28])([CH3:27])[CH2:4][CH2:3]1.[OH-].[K+].Cl. (4) Given the product [Br:1][CH2:2][CH2:3][CH2:4][CH2:5][CH2:6][C:7]([NH:10][CH2:11][CH2:12][S:13][C:14]([C:21]1[CH:26]=[CH:25][CH:24]=[CH:23][CH:22]=1)([C:15]1[CH:16]=[CH:17][CH:18]=[CH:19][CH:20]=1)[C:27]1[CH:32]=[CH:31][CH:30]=[CH:29][CH:28]=1)=[O:8], predict the reactants needed to synthesize it. The reactants are: [Br:1][CH2:2][CH2:3][CH2:4][CH2:5][CH2:6][C:7](Cl)=[O:8].[NH2:10][CH2:11][CH2:12][S:13][C:14]([C:27]1[CH:32]=[CH:31][CH:30]=[CH:29][CH:28]=1)([C:21]1[CH:26]=[CH:25][CH:24]=[CH:23][CH:22]=1)[C:15]1[CH:20]=[CH:19][CH:18]=[CH:17][CH:16]=1.CCN(C(C)C)C(C)C.CC(O)=O. (5) Given the product [F:1][C:2]1[C:7]([C:8]2[CH:13]=[CH:12][CH:11]=[C:10]([CH3:14])[CH:9]=2)=[C:6]([C@:15]([C@@H:23]2[O:28][CH2:27][CH2:26][NH:25][CH2:24]2)([OH:22])[CH2:16][CH2:17][CH2:18][CH2:19][O:20][CH3:21])[CH:5]=[CH:4][CH:3]=1, predict the reactants needed to synthesize it. The reactants are: [F:1][C:2]1[C:7]([C:8]2[CH:13]=[CH:12][CH:11]=[C:10]([CH3:14])[CH:9]=2)=[C:6]([C@:15]([C@@H:23]2[O:28][CH2:27][CH2:26][N:25](C(OC(C)(C)C)=O)[CH2:24]2)([OH:22])[CH2:16][CH2:17][CH2:18][CH2:19][O:20][CH3:21])[CH:5]=[CH:4][CH:3]=1.Cl.[OH-].[Na+]. (6) Given the product [CH:4]([C:5]1[O:13][C:12]2[C:11]([N:14]3[CH2:15][CH2:16][N:17]([S:20]([NH2:23])(=[O:22])=[O:21])[CH2:18][CH2:19]3)=[CH:10][N:9]=[CH:8][C:7]=2[CH:6]=1)=[O:3], predict the reactants needed to synthesize it. The reactants are: C([O:3][CH:4](OCC)[C:5]1[O:13][C:12]2[C:11]([N:14]3[CH2:19][CH2:18][N:17]([S:20]([NH2:23])(=[O:22])=[O:21])[CH2:16][CH2:15]3)=[CH:10][N:9]=[CH:8][C:7]=2[CH:6]=1)C.Cl.C(=O)(O)[O-].[Na+]. (7) Given the product [Cl:1][C:2]1[CH:7]=[C:6]([N+:8]([O-:10])=[O:9])[C:5]([O:11][CH3:12])=[CH:4][C:3]=1[CH2:13][CH2:14][N:15]([CH2:16][C:17]1[CH:18]=[CH:19][C:20]([F:23])=[CH:21][CH:22]=1)[C:36](=[O:37])[O:35][C:32]([CH3:34])([CH3:33])[CH3:31], predict the reactants needed to synthesize it. The reactants are: [Cl:1][C:2]1[CH:7]=[C:6]([N+:8]([O-:10])=[O:9])[C:5]([O:11][CH3:12])=[CH:4][C:3]=1[CH2:13][CH2:14][NH:15][CH2:16][C:17]1[CH:22]=[CH:21][C:20]([F:23])=[CH:19][CH:18]=1.C(N(CC)CC)C.[CH3:31][C:32]([O:35][C:36](O[C:36]([O:35][C:32]([CH3:34])([CH3:33])[CH3:31])=[O:37])=[O:37])([CH3:34])[CH3:33]. (8) The reactants are: C1(P(C2C=CC=CC=2)C2C=CC=CC=2)C=CC=CC=1.BrN1C(=O)CCC1=O.[CH:28]1([CH2:33][CH:34]([C:38]2[CH:43]=[CH:42][C:41]([S:44]([C:47]([F:50])([F:49])[F:48])(=[O:46])=[O:45])=[CH:40][CH:39]=2)[C:35]([OH:37])=O)[CH2:32][CH2:31][CH2:30][CH2:29]1.[NH2:51][C:52]1[S:53][CH:54]=[C:55]([CH2:57][C:58]([O:60][CH2:61][CH3:62])=[O:59])[N:56]=1. Given the product [CH2:61]([O:60][C:58](=[O:59])[CH2:57][C:55]1[N:56]=[C:52]([NH:51][C:35](=[O:37])[CH:34]([C:38]2[CH:39]=[CH:40][C:41]([S:44]([C:47]([F:49])([F:48])[F:50])(=[O:45])=[O:46])=[CH:42][CH:43]=2)[CH2:33][CH:28]2[CH2:29][CH2:30][CH2:31][CH2:32]2)[S:53][CH:54]=1)[CH3:62], predict the reactants needed to synthesize it. (9) Given the product [Cl:22][C:23]1[CH:30]=[CH:29][C:26]([CH2:27][NH:28][C:12]([C:8]2[CH:7]=[C:6]3[C:11]([C:2](=[O:1])[N:3]([CH2:16][C:17]4[S:18][CH:19]=[CH:20][N:21]=4)[C:4](=[S:15])[NH:5]3)=[CH:10][CH:9]=2)=[O:14])=[CH:25][CH:24]=1, predict the reactants needed to synthesize it. The reactants are: [O:1]=[C:2]1[C:11]2[C:6](=[CH:7][C:8]([C:12]([OH:14])=O)=[CH:9][CH:10]=2)[NH:5][C:4](=[S:15])[N:3]1[CH2:16][C:17]1[S:18][CH:19]=[CH:20][N:21]=1.[Cl:22][C:23]1[CH:30]=[CH:29][C:26]([CH2:27][NH2:28])=[CH:25][CH:24]=1.CCN(C(C)C)C(C)C.CN(C(ON1N=NC2C=CC=NC1=2)=[N+](C)C)C.F[P-](F)(F)(F)(F)F.Cl.O1CCOCC1.